This data is from Full USPTO retrosynthesis dataset with 1.9M reactions from patents (1976-2016). The task is: Predict the reactants needed to synthesize the given product. (1) Given the product [Cl:1][C:2]1[CH:7]=[CH:6][C:5]([S:8][CH2:21][C:22](=[O:25])[CH2:23][CH3:24])=[CH:4][CH:3]=1, predict the reactants needed to synthesize it. The reactants are: [Cl:1][C:2]1[CH:7]=[CH:6][C:5]([SH:8])=[CH:4][CH:3]=1.C([O-])([O-])=O.[K+].[K+].CN(C=O)C.Br[CH2:21][C:22](=[O:25])[CH2:23][CH3:24]. (2) Given the product [C:1]([O:4][N:5]([C:6]([O:8][C:9]([CH3:12])([CH3:11])[CH3:10])=[O:7])[S:24]([C:16]1[O:15][C:19]2[CH:20]=[CH:21][CH:22]=[CH:23][C:18]=2[CH:17]=1)(=[O:25])=[O:26])(=[O:3])[CH3:2], predict the reactants needed to synthesize it. The reactants are: [C:1]([O:4][NH:5][C:6]([O:8][C:9]([CH3:12])([CH3:11])[CH3:10])=[O:7])(=[O:3])[CH3:2].[H-].[Na+].[O:15]1[C:19]2[CH:20]=[CH:21][CH:22]=[CH:23][C:18]=2[CH:17]=[C:16]1[S:24](Cl)(=[O:26])=[O:25].